Dataset: Reaction yield outcomes from USPTO patents with 853,638 reactions. Task: Predict the reaction yield, written as a fraction of the theoretical maximum amount of product (1.0 means a 100% yield; for example, 0.34 means a 34% yield). (1) The reactants are [S:1]1[CH:5]=[CH:4][C:3]2[C:6](=[CH:10][C:11]([OH:13])=O)[CH2:7][CH2:8][CH2:9][C:2]1=2.CN(C=O)C.[CH3:19][NH:20][CH2:21][C:22]1[CH:27]=[CH:26][CH:25]=[CH:24][CH:23]=1.C(N(CC)CC)C. The catalyst is S(Cl)(Cl)=O.C(Cl)Cl. The product is [CH2:21]([N:20]([CH3:19])[C:11](=[O:13])/[CH:10]=[C:6]1\[CH2:7][CH2:8][CH2:9][C:2]2[S:1][CH:5]=[CH:4][C:3]\1=2)[C:22]1[CH:27]=[CH:26][CH:25]=[CH:24][CH:23]=1. The yield is 0.600. (2) The reactants are CC(OI1(OC(C)=O)(OC(C)=O)OC(=O)C2C=CC=CC1=2)=O.[NH:23]1[C:31]2[C:26](=[CH:27][CH:28]=[C:29]([CH2:32][OH:33])[CH:30]=2)[CH:25]=[CH:24]1.[OH-].[Na+]. The catalyst is C(Cl)Cl. The product is [NH:23]1[C:31]2[C:26](=[CH:27][CH:28]=[C:29]([CH:32]=[O:33])[CH:30]=2)[CH:25]=[CH:24]1. The yield is 0.560. (3) The reactants are C12BC(CCC1)CCC2.C(O[CH:13]([O:16]CC)[CH:14]=[CH2:15])C.Br[C:20]1[CH:21]=[C:22]2[C:27](=[CH:28][CH:29]=1)[N:26]=[CH:25][CH:24]=[CH:23]2.C(=O)([O-])[O-].[K+].[K+].C1(P(C2CCCCC2)C2CCCCC2)CCCCC1. The yield is 0.521. The product is [N:26]1[C:27]2[C:22](=[CH:21][C:20]([CH2:16][CH2:13][CH:14]=[O:15])=[CH:29][CH:28]=2)[CH:23]=[CH:24][CH:25]=1. The catalyst is O1CCCC1.C([O-])(=O)C.[Pd+2].C([O-])(=O)C.O. (4) The reactants are Br[C:2]1[CH:3]=[N:4][CH:5]=[C:6]([CH:19]=1)[C:7]([N:9]=[S@@:10]([CH3:18])(=[O:17])[C:11]1[CH:16]=[CH:15][CH:14]=[CH:13][CH:12]=1)=[O:8].[C:20]([C:22]1[CH:27]=[CH:26][C:25]([O:28][C:29]2[CH:34]=[CH:33][CH:32]=[CH:31][CH:30]=2)=[CH:24][CH:23]=1)#[CH:21]. No catalyst specified. The product is [O:28]([C:25]1[CH:24]=[CH:23][C:22]([C:20]#[C:21][C:2]2[CH:3]=[N:4][CH:5]=[C:6]([CH:19]=2)[C:7]([N:9]=[S@@:10]([CH3:18])(=[O:17])[C:11]2[CH:16]=[CH:15][CH:14]=[CH:13][CH:12]=2)=[O:8])=[CH:27][CH:26]=1)[C:29]1[CH:30]=[CH:31][CH:32]=[CH:33][CH:34]=1. The yield is 0.680. (5) The product is [Cl:7][C:8]1[CH:16]=[CH:15][C:14]([N:17]2[CH:21]=[CH:20][CH:19]=[CH:18]2)=[CH:13][C:9]=1[C:10]([NH:12][C:28](=[O:43])[NH:29][C:30]1[S:31][C:32]2[CH:38]=[C:37]([S:39]([CH2:42][CH2:54][CH2:53][N:55]([CH2:1][CH3:2])[CH2:56][CH3:57])(=[O:40])=[O:41])[CH:36]=[CH:35][C:33]=2[N:34]=1)=[O:11]. The yield is 0.240. The reactants are [C:1](Cl)(=O)[C:2](Cl)=O.[Cl:7][C:8]1[CH:16]=[CH:15][C:14]([N:17]2[CH:21]=[CH:20][CH:19]=[CH:18]2)=[CH:13][C:9]=1[C:10]([NH2:12])=[O:11].ClC1C=CC(N2C=CN=N2)=CC=1C(N[C:28](=[O:43])[NH:29][C:30]1[S:31][C:32]2[CH:38]=[C:37]([S:39]([CH3:42])(=[O:41])=[O:40])[CH:36]=[CH:35][C:33]=2[N:34]=1)=O.[CH2:53]([NH:55][CH2:56][CH3:57])[CH3:54]. The catalyst is C1COCC1.